Dataset: Peptide-MHC class I binding affinity with 185,985 pairs from IEDB/IMGT. Task: Regression. Given a peptide amino acid sequence and an MHC pseudo amino acid sequence, predict their binding affinity value. This is MHC class I binding data. (1) The peptide sequence is LMWASSGFF. The MHC is HLA-B08:02 with pseudo-sequence HLA-B08:02. The binding affinity (normalized) is 0.0847. (2) The peptide sequence is LEARVNLSV. The MHC is HLA-B39:01 with pseudo-sequence HLA-B39:01. The binding affinity (normalized) is 0.0847. (3) The peptide sequence is QQYPATFHLL. The MHC is HLA-A02:01 with pseudo-sequence HLA-A02:01. The binding affinity (normalized) is 0.340. (4) The peptide sequence is SHSQITRLY. The MHC is Mamu-A20102 with pseudo-sequence YYSEYEQRVGHTFVSNLYIRYESYTWAVHTYESY. The binding affinity (normalized) is 0.867. (5) The peptide sequence is MQNRFFGFK. The MHC is HLA-A80:01 with pseudo-sequence HLA-A80:01. The binding affinity (normalized) is 0.291. (6) The peptide sequence is FVPSDYFPSV. The MHC is HLA-A02:03 with pseudo-sequence HLA-A02:03. The binding affinity (normalized) is 0.574.